Dataset: Forward reaction prediction with 1.9M reactions from USPTO patents (1976-2016). Task: Predict the product of the given reaction. Given the reactants [Br:1][C:2]1[CH:28]=[CH:27][C:5]2[N:6]([C:23]([CH3:26])([CH3:25])[CH3:24])[C:7]([C:9]3[CH:22]=[CH:21][CH:20]=[CH:19][C:10]=3[C:11](/[N:13]=[C:14](/[N:16](C)C)\[CH3:15])=O)=[N:8][C:4]=2[CH:3]=1.[NH2:29]N, predict the reaction product. The product is: [Br:1][C:2]1[CH:28]=[CH:27][C:5]2[N:6]([C:23]([CH3:26])([CH3:25])[CH3:24])[C:7]([C:9]3[CH:22]=[CH:21][CH:20]=[CH:19][C:10]=3[C:11]3[N:13]=[C:14]([CH3:15])[NH:16][N:29]=3)=[N:8][C:4]=2[CH:3]=1.